This data is from Experimentally validated miRNA-target interactions with 360,000+ pairs, plus equal number of negative samples. The task is: Binary Classification. Given a miRNA mature sequence and a target amino acid sequence, predict their likelihood of interaction. (1) Result: 0 (no interaction). The protein sequence of the target gene is MLPPQPSAAHQGRGGRSGLLPKGPAMLCRLCWLVSYSLAVLLLGCLLFLRKAAKPAGDPTAHQPFWAPPTPRHSRCPPNHTVSSASLSLPSRHRLFLTYRHCRNFSILLEPSGCSKDTFLLLAIKSQPGHVERRAAIRSTWGRVGGWARGRQLKLVFLLGVAGSAPPAQLLAYESREFDDILQWDFTEDFFNLTLKELHLQRWVVAACPQAHFMLKGDDDVFVHVPNVLEFLDGWDPAQDLLVGDVIRQALPNRNTKVKYFIPPSMYRATHYPPYAGGGGYVMSRATVRRLQAIMEDAEL.... The miRNA is hsa-miR-1181 with sequence CCGUCGCCGCCACCCGAGCCG. (2) The miRNA is hsa-miR-1255a with sequence AGGAUGAGCAAAGAAAGUAGAUU. The protein sequence of the target gene is MGKGDPNKPRGKMSSYAFFVQTCREEHKKKHPDSSVNFAEFSKKCSERWKTMSAKEKSKFEDLAKSDKARYDREMKNYVPPKGDKKGKKKDPNAPKRPPSAFFLFCSENRPKIKIEHPGLSIGDTAKKLGEMWSEQSAKDKQPYEQKAAKLKEKYEKDIAAYRAKGKSEAGKKGPGRPTGSKKKNEPEDEEEEEEEEEEEDDEEEEEDEE. Result: 0 (no interaction). (3) The miRNA is dme-miR-11-3p with sequence CAUCACAGUCUGAGUUCUUGC. The protein sequence of the target gene is MLEEGVLPSPGPALPQEENTGEEGMAAGLLTAGPRGSTFFSSVTVAFAQERWRCLVSTPRDRFKEGIPGKSRSLVLLGLPVSQPGMNSQLEQREGAWMLEGEDLRSPSPGWKIISGSPPEQALSEASFQDPCVEMPPGDSDHGTSDLEKSFNLRPVLSPQQRVPVEARPRKCETHTESFKNSEILKPHRAKPYACNECGKAFSYCSSLSQHQKSHTGEKPYECSECGKAFSQSSSLIQHQRIHTGEKPYKCSECGRAFSQNANLTKHQRTHTGEKPYRCSECEKAFSDCSALVQHQRIHT.... Result: 0 (no interaction). (4) The miRNA is dre-miR-133b-3p with sequence UUUGGUCCCCUUCAACCAGCUA. The protein sequence of the target gene is MATSAVQSAACPPNTFTCADGSCIPSDWKGDGEKDCEDGSDEEAVTGETTTKFDEVVSAPTTPGSDEDCDWGMQQRIDNCSEPIVHFLSQIERLNLKNMSFLTSSEIQSRFEAGCNLMTTYQECVGNQKGCMPDEGVHSWGEVEVFMCQLVLPSVKEHAGCFKSSADPRCDASKTSSSSTLCGLVTSIQTATSCLETIRPETCSSDAIEMLSPIREETEHIVSAIRCVTPEQHASSTTLIVDETTESTSASAEDDDDDVLTTNTSEESTATTAHDEEVENKPALNINMADAVNSLYYIYD.... Result: 0 (no interaction). (5) The miRNA is mmu-miR-9-5p with sequence UCUUUGGUUAUCUAGCUGUAUGA. The protein sequence of the target gene is MAALYACTKCHQRFPFEALSQGQQLCKECRIAHPVVKCTYCRTEYQQESKTNTICKKCAQNVQLYGTPKPCQYCNIIAAFIGNKCQRCTNSEKKYGPPYSCEQCKQQCAFDRKDDRKKVDGKLLCWLCTLSYKRVLQKTKEQRKHLSSSSRGSHQEKEQYSRLSGGSHYNSQKTLSTSSIQNEIPKKKSKFESITTNGDSFSPDLALDSPGTDHFVIIAQLKEEVATLKKMLHQKDQMILEKEKKITELKADFQYQESQTRAKMNQMEKTHKEVTEQLQAKNRELLKQAAALSKSKKSEK.... Result: 1 (interaction). (6) The miRNA is mmu-miR-1188-5p with sequence UGGUGUGAGGUUGGGCCAGGA. The protein sequence of the target gene is MPQSKSRKIAILGYRSVGKSSLTIQFVEGQFVDSYDPTIENTFTKLITVNGQEYHLQLVDTAGQDEYSIFPQTYSIDINGYILVYSVTSIKSFEVIKVIHGKLLDMVGKVQIPIMLVGNKKDLHMERVISYEEGKALAESWNAAFLESSAKENQTAVDVFKRIILEAEKIDGAASQGKSSCSVM. Result: 0 (no interaction). (7) The miRNA is hsa-miR-4733-3p with sequence CCACCAGGUCUAGCAUUGGGAU. The protein sequence of the target gene is MGEFKVHRVRFFNYVPSGIRCVAYNNQSNRLAVSRTDGTVEIYNLSANYFQEKFFPGHESRATEALCWAEGQRLFSAGLNGEIMEYDLQALNIKYAMDAFGGPIWSMAASPSGSQLLVGCEDGSVKLFQITPDKIQFERNFDRQKSRILSLSWHPSGTHIAAGSIDYISVFDVKSGSAVHKMIVDRQYMGVSKRKCIVWGVAFLSDGTIISVDSAGKVQFWDSATGTLVKSHLIANADVQSIAVADQEDSFVVGTAEGTVFHFQLVPVTSNSSEKQWVRTKPFQHHTHDVRTVAHSPTAL.... Result: 1 (interaction).